Dataset: Full USPTO retrosynthesis dataset with 1.9M reactions from patents (1976-2016). Task: Predict the reactants needed to synthesize the given product. (1) Given the product [O:2]1[C:6]2[CH:7]=[CH:8][CH:9]=[C:10]([CH:11]3[CH2:16][CH2:15][N:14]([CH2:17][CH2:18][C@H:19]4[CH2:20][CH2:21][C@H:22]([NH:25][C:34](=[O:35])[CH2:33][N:30]5[CH2:31][CH2:32][N:27]([CH3:26])[CH2:28][CH2:29]5)[CH2:23][CH2:24]4)[CH2:13][CH2:12]3)[C:5]=2[O:4][CH2:3]1, predict the reactants needed to synthesize it. The reactants are: Cl.[O:2]1[C:6]2[CH:7]=[CH:8][CH:9]=[C:10]([CH:11]3[CH2:16][CH2:15][N:14]([CH2:17][CH2:18][C@H:19]4[CH2:24][CH2:23][C@H:22]([NH2:25])[CH2:21][CH2:20]4)[CH2:13][CH2:12]3)[C:5]=2[O:4][CH2:3]1.[CH3:26][N:27]1[CH2:32][CH2:31][N:30]([CH2:33][C:34](O)=[O:35])[CH2:29][CH2:28]1. (2) Given the product [F:1][C:2]1[C:22]([N:34]2[CH2:33][CH2:32][N:31]([C:28]3[CH:27]=[CH:26][C:25]([F:24])=[CH:30][CH:29]=3)[CH2:36][CH2:35]2)=[CH:21][C:5]2=[N:6][C:7]3[N:8]([CH3:20])[CH:9]=[C:10]([C:15]([O:17][CH2:18][CH3:19])=[O:16])[C:11](=[O:14])[C:12]=3[CH:13]=[C:4]2[CH:3]=1, predict the reactants needed to synthesize it. The reactants are: [F:1][C:2]1[C:22](F)=[CH:21][C:5]2=[N:6][C:7]3[N:8]([CH3:20])[CH:9]=[C:10]([C:15]([O:17][CH2:18][CH3:19])=[O:16])[C:11](=[O:14])[C:12]=3[CH:13]=[C:4]2[CH:3]=1.[F:24][C:25]1[CH:30]=[CH:29][C:28]([N:31]2[CH2:36][CH2:35][NH:34][CH2:33][CH2:32]2)=[CH:27][CH:26]=1.C(N(CC)CC)C.